This data is from Reaction yield outcomes from USPTO patents with 853,638 reactions. The task is: Predict the reaction yield, written as a fraction of the theoretical maximum amount of product (1.0 means a 100% yield; for example, 0.34 means a 34% yield). The reactants are [H-].[Na+].CI.[CH3:5]N(C=O)C.[CH2:10]([O:17][C@@H:18]([CH3:31])[C@@H:19]([NH:23][C:24]([O:26][C:27]([CH3:30])([CH3:29])[CH3:28])=[O:25])[C:20]([OH:22])=[O:21])[C:11]1[CH:16]=[CH:15][CH:14]=[CH:13][CH:12]=1. The catalyst is C1COCC1. The product is [CH2:10]([O:17][C@@H:18]([CH3:31])[C@@H:19]([N:23]([C:24]([O:26][C:27]([CH3:30])([CH3:29])[CH3:28])=[O:25])[CH3:5])[C:20]([OH:22])=[O:21])[C:11]1[CH:12]=[CH:13][CH:14]=[CH:15][CH:16]=1. The yield is 0.670.